Dataset: Full USPTO retrosynthesis dataset with 1.9M reactions from patents (1976-2016). Task: Predict the reactants needed to synthesize the given product. (1) Given the product [Br:1][C:2]1[CH:10]=[CH:9][C:5]([C:6]([N:12]2[CH2:17][CH2:16][CH2:15][CH2:14][CH2:13]2)=[O:8])=[C:4]([CH3:11])[CH:3]=1, predict the reactants needed to synthesize it. The reactants are: [Br:1][C:2]1[CH:10]=[CH:9][C:5]([C:6]([OH:8])=O)=[C:4]([CH3:11])[CH:3]=1.[NH:12]1[CH2:17][CH2:16][CH2:15][CH2:14][CH2:13]1. (2) Given the product [CH2:1]([N:3]1[CH2:8][CH2:7][N:6]([C:9]2[C:18]3[C:13](=[CH:14][CH:15]=[CH:16][CH:17]=3)[CH:12]=[C:11]([C:19]3[CH:24]=[CH:23][C:22]([O:25][CH2:26][CH2:27][OH:28])=[C:21]([C:36]#[N:37])[CH:20]=3)[N:10]=2)[CH2:5][CH2:4]1)[CH3:2], predict the reactants needed to synthesize it. The reactants are: [CH2:1]([N:3]1[CH2:8][CH2:7][N:6]([C:9]2[C:18]3[C:13](=[CH:14][CH:15]=[CH:16][CH:17]=3)[CH:12]=[C:11]([C:19]3[CH:24]=[CH:23][C:22]([O:25][CH2:26][CH2:27][O:28]CC4C=CC=CC=4)=[C:21]([C:36]#[N:37])[CH:20]=3)[N:10]=2)[CH2:5][CH2:4]1)[CH3:2]. (3) Given the product [C:10]([CH:17]([O:18][C:37]([CH:36]([C:35]([F:42])([F:41])[F:34])[F:40])([F:39])[F:38])[O:19][CH2:20][C:21]([C:24]([F:25])([F:26])[F:27])([F:22])[F:23])([C:13]([F:16])([F:15])[F:14])([F:12])[F:11], predict the reactants needed to synthesize it. The reactants are: FCC(F)(F)C(F)(F)O.[C:10]([CH:17]([O:19][CH2:20][C:21]([C:24]([F:27])([F:26])[F:25])([F:23])[F:22])[OH:18])([C:13]([F:16])([F:15])[F:14])([F:12])[F:11].C(=O)([O-])[O-].[K+].[K+].[F:34][C:35]([F:42])([F:41])[C:36]([F:40])=[C:37]([F:39])[F:38].C(C(COC(C(C(F)(F)F)F)(F)F)(F)F)(F)(F)F. (4) Given the product [CH3:49][C:50]1[CH:56]=[CH:55][C:54]([CH3:57])=[CH:53][C:51]=1[N:52]1[C:12](=[O:13])[C:11]2[S:14][CH:15]=[C:16]([C:17]3[CH:22]=[CH:21][CH:20]=[CH:19][CH:18]=3)[C:10]=2[N:9]=[CH:8]1, predict the reactants needed to synthesize it. The reactants are: C1(N2[C:12](=[O:13])[C:11]3[S:14][CH:15]=[C:16]([C:17]4[CH:22]=[CH:21][CH:20]=[CH:19][CH:18]=4)[C:10]=3[N:9]=[CH:8]2)C=CC=CC=1.NC1C(C2C=CC=CC=2)=CSC=1C(OC)=O.C(OCC)(OCC)OCC.[CH3:49][C:50]1[CH:56]=[CH:55][C:54]([CH3:57])=[CH:53][C:51]=1[NH2:52]. (5) Given the product [CH3:29][C:20]1[C:18]2[O:19][C@@:14]([CH2:13][CH2:12]/[CH:11]=[C:10](/[CH2:9][CH2:8]/[CH:7]=[C:6](/[CH2:5][CH2:4][CH:3]=[C:2]([CH3:28])[CH3:1])\[CH3:27])\[CH3:26])([CH3:25])[CH2:15][CH2:16][C:17]=2[CH:23]=[C:22]([OH:24])[CH:21]=1, predict the reactants needed to synthesize it. The reactants are: [CH3:1][C:2]([CH3:28])=[CH:3][CH2:4][CH2:5]/[C:6](/[CH3:27])=[CH:7]/[CH2:8][CH2:9]/[C:10](/[CH3:26])=[CH:11]/[CH2:12][CH2:13][C:14]1([CH3:25])[O:19][C:18]2[CH:20]=[CH:21][C:22]([OH:24])=[CH:23][C:17]=2[CH2:16][CH2:15]1.[CH3:29]CCCCC.C(OC(=O)C)C. (6) Given the product [NH:10]=[C:8]([NH:9][C:13](=[O:14])[O:15][CH2:16][CH2:17][CH2:18][Cl:19])[S:7][CH3:6], predict the reactants needed to synthesize it. The reactants are: S(O)(O)(=O)=O.[CH3:6][S:7][C:8](=[NH:10])[NH2:9].O.Cl[C:13]([O:15][CH2:16][CH2:17][CH2:18][Cl:19])=[O:14]. (7) Given the product [Br:10][C:11]1[CH:17]=[C:16]([CH3:18])[C:14]([NH:15][C:1](=[O:8])[CH2:2][CH2:3][CH2:4][CH2:5][CH2:6][CH3:7])=[C:13]([CH3:19])[CH:12]=1, predict the reactants needed to synthesize it. The reactants are: [C:1](Cl)(=[O:8])[CH2:2][CH2:3][CH2:4][CH2:5][CH2:6][CH3:7].[Br:10][C:11]1[CH:17]=[C:16]([CH3:18])[C:14]([NH2:15])=[C:13]([CH3:19])[CH:12]=1. (8) Given the product [Br:20][C:16]1[CH:15]=[C:14]([C:2]2[N:25]([C:24]3[CH:26]=[CH:27][CH:28]=[C:22]([Br:21])[CH:23]=3)[C:5]([C:6]3[CH:11]=[CH:10][CH:9]=[C:8]([Br:12])[CH:7]=3)=[N:4][N:3]=2)[CH:19]=[CH:18][CH:17]=1, predict the reactants needed to synthesize it. The reactants are: Cl[C:2]([C:14]1[CH:19]=[CH:18][CH:17]=[C:16]([Br:20])[CH:15]=1)=[N:3][N:4]=[C:5](Cl)[C:6]1[CH:11]=[CH:10][CH:9]=[C:8]([Br:12])[CH:7]=1.[Br:21][C:22]1[CH:23]=[C:24]([CH:26]=[CH:27][CH:28]=1)[NH2:25].CN(C)C1C=CC=CC=1.Cl.